The task is: Predict which catalyst facilitates the given reaction.. This data is from Catalyst prediction with 721,799 reactions and 888 catalyst types from USPTO. (1) Reactant: [OH:1][C@@H:2]1[CH2:7][CH2:6][CH2:5][CH2:4][C@H:3]1[O:8][C:9]1[C:14]2[C:15](=[O:24])[N:16]([CH2:18][C:19]3[S:20][CH:21]=[CH:22][CH:23]=3)[CH2:17][C:13]=2[CH:12]=[CH:11][N:10]=1.[Cl:25]N1C(=O)CCC1=O. Product: [Cl:25][C:21]1[S:20][C:19]([CH2:18][N:16]2[CH2:17][C:13]3[CH:12]=[CH:11][N:10]=[C:9]([O:8][C@@H:3]4[CH2:4][CH2:5][CH2:6][CH2:7][C@H:2]4[OH:1])[C:14]=3[C:15]2=[O:24])=[CH:23][CH:22]=1. The catalyst class is: 744. (2) Reactant: [CH3:1][NH:2][CH2:3][CH2:4][CH2:5][NH:6][CH3:7].[C:8]([C:10]1[CH:15]=[CH:14][CH:13]=[CH:12][C:11]=1[S:16](Cl)(=[O:18])=[O:17])#[N:9].CCN(CC)CC. Product: [C:8]([C:10]1[CH:15]=[CH:14][CH:13]=[CH:12][C:11]=1[S:16]([N:2]([CH3:1])[CH2:3][CH2:4][CH2:5][NH:6][CH3:7])(=[O:18])=[O:17])#[N:9]. The catalyst class is: 2. (3) Reactant: [Cl:1][C:2]1[CH:3]=[C:4]([CH:7]=[C:8]([Cl:27])[C:9]=1[C:10]1[S:11][C:12]2[C:13]([NH:19][C:20]3[CH:25]=[C:24](Cl)[N:23]=[CH:22][N:21]=3)=[N:14][CH:15]=[CH:16][C:17]=2[N:18]=1)[C:5]#[N:6].Br[C:29]1[C:34]2SC(C3C(Cl)=CC(C#N)=CC=3Cl)=NC=2C=C[N:30]=1.NC1C=C(Cl)N=CC=1.CC1(C)C2C(=C(P(C3C=CC=CC=3)C3C=CC=CC=3)C=CC=2)[O:77]C2C(P(C3C=CC=CC=3)C3C=CC=CC=3)=CC=CC1=2.C(=O)([O-])[O-].[Cs+].[Cs+]. Product: [Cl:27][C:8]1[CH:7]=[C:4]([CH:3]=[C:2]([Cl:1])[C:9]=1[C:10]1[S:11][C:12]2[C:13]([NH:19][C:20]3[CH:25]=[C:24]([NH:30][CH2:29][CH2:34][OH:77])[N:23]=[CH:22][N:21]=3)=[N:14][CH:15]=[CH:16][C:17]=2[N:18]=1)[C:5]#[N:6]. The catalyst class is: 62. (4) Reactant: [NH2:1][C:2]1[CH:6]=[C:5]([C:7]2[CH:12]=[CH:11][CH:10]=[CH:9][CH:8]=2)[S:4][C:3]=1C(OC)=O.[OH-].[Na+].Cl.C(=O)=O. Product: [NH2:1][C:2]1[CH:6]=[C:5]([C:7]2[CH:12]=[CH:11][CH:10]=[CH:9][CH:8]=2)[S:4][CH:3]=1. The catalyst class is: 14. (5) Reactant: [H-].[Na+].[C:3]1([CH2:9][OH:10])[CH:8]=[CH:7][CH:6]=[CH:5][CH:4]=1.Cl[C:12]1[CH:21]=[CH:20][C:19]2[C:14](=[C:15]([C:22]3[NH:30][C:29]4[CH2:28][CH2:27][NH:26][C:25](=[O:31])[C:24]=4[CH:23]=3)[CH:16]=[CH:17][CH:18]=2)[N:13]=1. Product: [CH2:9]([O:10][C:12]1[CH:21]=[CH:20][C:19]2[C:14](=[C:15]([C:22]3[NH:30][C:29]4[CH2:28][CH2:27][NH:26][C:25](=[O:31])[C:24]=4[CH:23]=3)[CH:16]=[CH:17][CH:18]=2)[N:13]=1)[C:3]1[CH:8]=[CH:7][CH:6]=[CH:5][CH:4]=1. The catalyst class is: 3. (6) Reactant: C([O-])(O)=O.[Na+].O.[CH2:7]([O:14][C:15]([NH:17][C@@H:18]([C:22]([SH:25])([CH3:24])[CH3:23])[C:19]([OH:21])=[O:20])=[O:16])[C:8]1[CH:13]=[CH:12][CH:11]=[CH:10][CH:9]=1.F[C:27]1[CH:32]=[CH:31][CH:30]=[CH:29][C:28]=1[N+:33]([O-:35])=[O:34]. Product: [CH2:7]([O:14][C:15]([NH:17][C@@H:18]([C:22]([CH3:23])([S:25][C:27]1[CH:32]=[CH:31][CH:30]=[CH:29][C:28]=1[N+:33]([O-:35])=[O:34])[CH3:24])[C:19]([OH:21])=[O:20])=[O:16])[C:8]1[CH:9]=[CH:10][CH:11]=[CH:12][CH:13]=1. The catalyst class is: 14.